Regression. Given a peptide amino acid sequence and an MHC pseudo amino acid sequence, predict their binding affinity value. This is MHC class I binding data. From a dataset of Peptide-MHC class I binding affinity with 185,985 pairs from IEDB/IMGT. (1) The peptide sequence is PLEEELPRLA. The MHC is Patr-A0101 with pseudo-sequence Patr-A0101. The binding affinity (normalized) is 0. (2) The peptide sequence is QTDDGVRFT. The MHC is HLA-A02:12 with pseudo-sequence HLA-A02:12. The binding affinity (normalized) is 0.0847. (3) The binding affinity (normalized) is 0.0847. The peptide sequence is RHYKRWPFY. The MHC is HLA-A02:06 with pseudo-sequence HLA-A02:06. (4) The peptide sequence is TTSKMLLNR. The MHC is HLA-A11:01 with pseudo-sequence HLA-A11:01. The binding affinity (normalized) is 0.521. (5) The peptide sequence is IMLVSLDTV. The MHC is HLA-B08:01 with pseudo-sequence HLA-B08:01. The binding affinity (normalized) is 0.220. (6) The peptide sequence is YSHYSHNPK. The MHC is HLA-B58:01 with pseudo-sequence HLA-B58:01. The binding affinity (normalized) is 0.0847.